Predict the reactants needed to synthesize the given product. From a dataset of Full USPTO retrosynthesis dataset with 1.9M reactions from patents (1976-2016). (1) Given the product [C:29]([N:15]([CH:16]1[CH2:17][CH2:18][CH2:19][CH2:20][CH2:21]1)[C:8](=[N:7][CH:1]1[CH2:2][CH2:3][CH2:4][CH2:5][CH2:6]1)[O:9][N:10]=[C:11]([CH2:13][CH3:14])[CH3:12])(=[O:34])[C:30]([CH3:33])([CH3:32])[CH3:31], predict the reactants needed to synthesize it. The reactants are: [CH:1]1([NH:7][C:8](=[N:15][CH:16]2[CH2:21][CH2:20][CH2:19][CH2:18][CH2:17]2)[O:9][N:10]=[C:11]([CH2:13][CH3:14])[CH3:12])[CH2:6][CH2:5][CH2:4][CH2:3][CH2:2]1.C(N(CC)CC)C.[C:29](Cl)(=[O:34])[C:30]([CH3:33])([CH3:32])[CH3:31]. (2) Given the product [CH3:19][O:18][C:15]1[CH:14]=[CH:13][C:12]([CH2:11][N:9]2[N:8]=[N:7][C:6]([C:4]([OH:5])=[O:3])=[N:10]2)=[CH:17][CH:16]=1, predict the reactants needed to synthesize it. The reactants are: C([O:3][C:4]([C:6]1[N:7]=[N:8][N:9]([CH2:11][C:12]2[CH:17]=[CH:16][C:15]([O:18][CH3:19])=[CH:14][CH:13]=2)[N:10]=1)=[O:5])C.[OH-].[Na+]. (3) Given the product [CH3:11][O:12][CH2:13][O:1][C:2]1[CH:3]=[C:4]([CH:7]=[CH:8][CH:9]=1)[CH:5]=[O:6], predict the reactants needed to synthesize it. The reactants are: [OH:1][C:2]1[CH:3]=[C:4]([CH:7]=[CH:8][CH:9]=1)[CH:5]=[O:6].Cl[CH2:11][O:12][CH3:13].C(N(C(C)C)CC)(C)C. (4) Given the product [C:18]1([C:27]2[CH:28]=[CH:29][CH:30]=[CH:31][CH:32]=2)[CH:23]=[CH:22][CH:21]=[CH:20][C:19]=1[N:15]1[C:13]2=[N:14][C:9]([OH:8])=[CH:10][CH:11]=[C:12]2[N:17]=[CH:16]1, predict the reactants needed to synthesize it. The reactants are: C([O:8][C:9]1[N:14]=[C:13]2[NH:15][CH:16]=[N:17][C:12]2=[CH:11][CH:10]=1)C1C=CC=CC=1.[C:18]1([C:27]2[CH:32]=[CH:31][CH:30]=[CH:29][CH:28]=2)[CH:23]=[CH:22][CH:21]=[CH:20][C:19]=1B(O)O. (5) Given the product [CH2:1]([O:8][C:9](=[O:20])[CH:10]([C:14]1[CH:19]=[CH:18][CH:17]=[CH:16][CH:15]=1)[C:11]([NH:29][C:28]1[CH:30]=[CH:31][C:25]([C:22](=[NH:23])[NH2:24])=[CH:26][CH:27]=1)=[O:13])[C:2]1[CH:3]=[CH:4][CH:5]=[CH:6][CH:7]=1, predict the reactants needed to synthesize it. The reactants are: [CH2:1]([O:8][C:9](=[O:20])[CH:10]([C:14]1[CH:19]=[CH:18][CH:17]=[CH:16][CH:15]=1)[C:11]([OH:13])=O)[C:2]1[CH:7]=[CH:6][CH:5]=[CH:4][CH:3]=1.Cl.[C:22]([C:25]1[CH:31]=[CH:30][C:28]([NH2:29])=[CH:27][CH:26]=1)(=[NH:24])[NH2:23].[B-](F)(F)(F)F.CCOC(C(C#N)=NOC(N(C)C)=[N+](C)C)=O.CCN(C(C)C)C(C)C. (6) Given the product [C:1]([O:5][C:6]([N:8]1[CH2:13][CH2:12][C:11]2[N:14]([CH3:33])[C:15]([C:17]3[C:22]([C:23]#[C:24][C:25]4[CH:30]=[CH:29][CH:28]=[C:27]([NH:31][C:42]([O:44][C:45]5[CH:46]=[CH:47][C:48]([N+:51]([O-:53])=[O:52])=[CH:49][CH:50]=5)=[O:43])[CH:26]=4)=[CH:21][N:20]=[C:19]([NH2:32])[N:18]=3)=[CH:16][C:10]=2[C:9]1=[O:34])=[O:7])([CH3:4])([CH3:3])[CH3:2], predict the reactants needed to synthesize it. The reactants are: [C:1]([O:5][C:6]([N:8]1[CH2:13][CH2:12][C:11]2[N:14]([CH3:33])[C:15]([C:17]3[C:22]([C:23]#[C:24][C:25]4[CH:30]=[CH:29][CH:28]=[C:27]([NH2:31])[CH:26]=4)=[CH:21][N:20]=[C:19]([NH2:32])[N:18]=3)=[CH:16][C:10]=2[C:9]1=[O:34])=[O:7])([CH3:4])([CH3:3])[CH3:2].N1C=CC=CC=1.Cl[C:42]([O:44][C:45]1[CH:50]=[CH:49][C:48]([N+:51]([O-:53])=[O:52])=[CH:47][CH:46]=1)=[O:43].